This data is from Catalyst prediction with 721,799 reactions and 888 catalyst types from USPTO. The task is: Predict which catalyst facilitates the given reaction. (1) Reactant: C([O:3][C:4]([C@@H:6]1[CH2:15][C@@H:14]2[C@@H:9]([CH2:10][CH2:11][C@H:12]([O:16][C:17]3[CH:18]=[C:19]([C:28]4[CH:33]=[CH:32][CH:31]=[CH:30][CH:29]=4)[CH:20]=[CH:21][C:22]=3[C:23]([O:25]CC)=[O:24])[CH2:13]2)[CH2:8][N:7]1[C:34]([O:36][C:37]([CH3:40])([CH3:39])[CH3:38])=[O:35])=[O:5])C.[OH-].[Li+].C(OCC)(=O)C.CCCCCC. Product: [C:23]([C:22]1[CH:21]=[CH:20][C:19]([C:28]2[CH:29]=[CH:30][CH:31]=[CH:32][CH:33]=2)=[CH:18][C:17]=1[O:16][C@H:12]1[CH2:11][CH2:10][C@@H:9]2[C@@H:14]([CH2:15][C@@H:6]([C:4]([OH:5])=[O:3])[N:7]([C:34]([O:36][C:37]([CH3:38])([CH3:39])[CH3:40])=[O:35])[CH2:8]2)[CH2:13]1)([OH:25])=[O:24]. The catalyst class is: 8. (2) Reactant: [OH:1][CH2:2][CH2:3][N:4]1[CH2:9][CH2:8][NH:7][CH2:6][CH2:5]1.C(=O)([O-])O.[Na+].Cl[C:16]([O:18][CH2:19][C:20]1[CH:25]=[CH:24][CH:23]=[CH:22][CH:21]=1)=[O:17]. Product: [CH2:19]([O:18][C:16]([N:7]1[CH2:8][CH2:9][N:4]([CH2:3][CH2:2][OH:1])[CH2:5][CH2:6]1)=[O:17])[C:20]1[CH:25]=[CH:24][CH:23]=[CH:22][CH:21]=1. The catalyst class is: 21. (3) Reactant: C=O.[CH2:3](O)C.[CH3:6][NH:7][CH3:8].[Br:9][C:10]1[C:18]([OH:19])=[CH:17][C:16]([OH:20])=[C:15]([Br:21])[C:11]=1[C:12]([OH:14])=[O:13]. Product: [Br:9][C:10]1[CH:18]([OH:19])[C:17](=[CH:6][N:7]([CH3:3])[CH3:8])[C:16]([OH:20])=[C:15]([Br:21])[C:11]=1[C:12]([OH:14])=[O:13]. The catalyst class is: 15. (4) Product: [CH2:1]([N:8]1[CH2:13][CH2:12][O:11][CH:10]([C:14]2[CH:15]=[CH:16][C:17]([NH:20][C:33](=[O:34])[C:32]3[C:31]([Cl:30])=[CH:39][CH:38]=[CH:37][C:36]=3[Cl:40])=[CH:18][CH:19]=2)[CH2:9]1)[C:2]1[CH:3]=[CH:4][CH:5]=[CH:6][CH:7]=1. The catalyst class is: 23. Reactant: [CH2:1]([N:8]1[CH2:13][CH2:12][O:11][CH:10]([C:14]2[CH:19]=[CH:18][C:17]([NH2:20])=[CH:16][CH:15]=2)[CH2:9]1)[C:2]1[CH:7]=[CH:6][CH:5]=[CH:4][CH:3]=1.C(N(C(C)C)C(C)C)C.[Cl:30][C:31]1[CH:39]=[CH:38][CH:37]=[C:36]([Cl:40])[C:32]=1[C:33](Cl)=[O:34]. (5) Reactant: [CH2:1]([O:8][C:9](=[O:50])[CH2:10][CH2:11][CH2:12][CH2:13][CH2:14][CH2:15][C:16]([NH:18][C@H:19]([C:47](O)=[O:48])[CH2:20][CH2:21][CH2:22][CH2:23][NH:24][C:25](=[O:46])[CH2:26][CH2:27][CH2:28][CH2:29][C:30]([NH:32][CH2:33][CH2:34][O:35][C@@H:36]1[O:44][C@@H:43]([CH3:45])[C@@H:41]([OH:42])[C@@H:39]([OH:40])[C@@H:37]1[OH:38])=[O:31])=[O:17])[C:2]1[CH:7]=[CH:6][CH:5]=[CH:4][CH:3]=1.C(Cl)CCl.C1C=CC2N(O)N=NC=2C=1.[NH2:65][CH2:66][CH2:67][CH2:68][CH2:69][CH2:70][C:71]([NH:73][CH2:74][CH2:75][O:76][C@@H:77]1[O:85][C@@H:84]([CH3:86])[C@@H:82]([OH:83])[C@@H:80]([OH:81])[C@@H:78]1[OH:79])=[O:72]. Product: [C@@H:77]1([O:76][CH2:75][CH2:74][NH:73][C:71](=[O:72])[CH2:70][CH2:69][CH2:68][CH2:67][CH2:66][NH:65][C:47](=[O:48])[C@@H:19]([NH:18][C:16](=[O:17])[CH2:15][CH2:14][CH2:13][CH2:12][CH2:11][CH2:10][C:9]([O:8][CH2:1][C:2]2[CH:3]=[CH:4][CH:5]=[CH:6][CH:7]=2)=[O:50])[CH2:20][CH2:21][CH2:22][CH2:23][NH:24][C:25](=[O:46])[CH2:26][CH2:27][CH2:28][CH2:29][C:30](=[O:31])[NH:32][CH2:33][CH2:34][O:35][C@@H:36]2[O:44][C@@H:43]([CH3:45])[C@@H:41]([OH:42])[C@@H:39]([OH:40])[C@@H:37]2[OH:38])[O:85][C@@H:84]([CH3:86])[C@@H:82]([OH:83])[C@@H:80]([OH:81])[C@@H:78]1[OH:79]. The catalyst class is: 3. (6) Reactant: Br[C:2]1[S:3][CH:4]=[C:5]([Br:7])[N:6]=1.[F:8][C:9]1[CH:14]=[CH:13][C:12](B(O)O)=[CH:11][CH:10]=1.C([O-])([O-])=O.[Na+].[Na+]. Product: [Br:7][C:5]1[N:6]=[C:2]([C:12]2[CH:13]=[CH:14][C:9]([F:8])=[CH:10][CH:11]=2)[S:3][CH:4]=1. The catalyst class is: 57.